From a dataset of NCI-60 drug combinations with 297,098 pairs across 59 cell lines. Regression. Given two drug SMILES strings and cell line genomic features, predict the synergy score measuring deviation from expected non-interaction effect. (1) Drug 1: C1CC2CC3=C(CC1C24CN(S(=O)(=O)N4)CC(F)(F)F)C=CC(=C3)C=CCN5CCC(CC5)C(F)(F)F. Cell line: NCIH23. Drug 2: CC1(CCCN1)C2=NC3=C(C=CC=C3N2)C(=O)N. Synergy scores: CSS=9.70, Synergy_ZIP=-0.837, Synergy_Bliss=2.32, Synergy_Loewe=2.18, Synergy_HSA=2.23. (2) Drug 1: CS(=O)(=O)C1=CC(=C(C=C1)C(=O)NC2=CC(=C(C=C2)Cl)C3=CC=CC=N3)Cl. Drug 2: C1=C(C(=O)NC(=O)N1)N(CCCl)CCCl. Cell line: UACC62. Synergy scores: CSS=35.3, Synergy_ZIP=-5.41, Synergy_Bliss=1.30, Synergy_Loewe=-3.87, Synergy_HSA=0.891. (3) Synergy scores: CSS=35.7, Synergy_ZIP=-0.434, Synergy_Bliss=-0.101, Synergy_Loewe=-32.1, Synergy_HSA=1.64. Drug 2: C1C(C(OC1N2C=NC(=NC2=O)N)CO)O. Cell line: MOLT-4. Drug 1: CCC(=C(C1=CC=CC=C1)C2=CC=C(C=C2)OCCN(C)C)C3=CC=CC=C3.C(C(=O)O)C(CC(=O)O)(C(=O)O)O. (4) Drug 1: CC1C(C(CC(O1)OC2CC(CC3=C2C(=C4C(=C3O)C(=O)C5=C(C4=O)C(=CC=C5)OC)O)(C(=O)CO)O)N)O.Cl. Drug 2: CCC1=CC2CC(C3=C(CN(C2)C1)C4=CC=CC=C4N3)(C5=C(C=C6C(=C5)C78CCN9C7C(C=CC9)(C(C(C8N6C)(C(=O)OC)O)OC(=O)C)CC)OC)C(=O)OC.C(C(C(=O)O)O)(C(=O)O)O. Cell line: HT29. Synergy scores: CSS=78.9, Synergy_ZIP=5.09, Synergy_Bliss=4.08, Synergy_Loewe=1.84, Synergy_HSA=2.80.